This data is from Full USPTO retrosynthesis dataset with 1.9M reactions from patents (1976-2016). The task is: Predict the reactants needed to synthesize the given product. (1) Given the product [CH3:20][C:19]([CH3:21])([CH3:22])[C:18]#[C:17][C:15]1[S:14][C:13]([C:23]([O:25][CH3:26])=[O:24])=[C:12]([NH:11][C@@H:8]([CH2:9][CH3:10])[C:6]([O:5][CH3:1])=[O:7])[CH:16]=1, predict the reactants needed to synthesize it. The reactants are: [C:1]([O:5][C:6]([C@@H:8]([NH:11][C:12]1[CH:16]=[C:15]([C:17]#[C:18][C:19]([CH3:22])([CH3:21])[CH3:20])[S:14][C:13]=1[C:23]([O:25][CH3:26])=[O:24])[CH2:9][CH3:10])=[O:7])(C)(C)C.Cl. (2) Given the product [CH2:1]([O:3][C:4]([C:6]1[C:7]([CH3:23])=[C:8]([C:16]([O:18][C:19]([CH3:22])([CH3:21])[CH3:20])=[O:17])[NH:9][C:10]=1[CH2:11][CH2:12][CH2:13][CH2:14][Br:15])=[O:5])[CH3:2], predict the reactants needed to synthesize it. The reactants are: [CH2:1]([O:3][C:4]([C:6]1[C:7]([CH3:23])=[C:8]([C:16]([O:18][C:19]([CH3:22])([CH3:21])[CH3:20])=[O:17])[NH:9][C:10]=1[CH:11]=[CH:12][CH2:13][CH2:14][Br:15])=[O:5])[CH3:2].